This data is from Forward reaction prediction with 1.9M reactions from USPTO patents (1976-2016). The task is: Predict the product of the given reaction. Given the reactants Br[C:2]1[CH:3]=[C:4]([N:8]2[CH2:13][CH2:12][CH:11]([N:14]([CH3:18])[C:15](=[O:17])[CH3:16])[CH2:10][CH2:9]2)[CH:5]=[CH:6][CH:7]=1.[B:19]1([B:19]2[O:23][C:22]([CH3:25])([CH3:24])[C:21]([CH3:27])([CH3:26])[O:20]2)[O:23][C:22]([CH3:25])([CH3:24])[C:21]([CH3:27])([CH3:26])[O:20]1.C(Cl)Cl.C([O-])(=O)C, predict the reaction product. The product is: [CH3:18][N:14]([CH:11]1[CH2:12][CH2:13][N:8]([C:4]2[CH:5]=[CH:6][CH:7]=[C:2]([B:19]3[O:23][C:22]([CH3:25])([CH3:24])[C:21]([CH3:27])([CH3:26])[O:20]3)[CH:3]=2)[CH2:9][CH2:10]1)[C:15](=[O:17])[CH3:16].